Dataset: Reaction yield outcomes from USPTO patents with 853,638 reactions. Task: Predict the reaction yield, written as a fraction of the theoretical maximum amount of product (1.0 means a 100% yield; for example, 0.34 means a 34% yield). The reactants are [F:1][C:2]1[CH:3]=[C:4]([C@:15]([NH:30][C:31](=O)[O:32]C(C)=C)([C:23]2[CH:28]=[CH:27][C:26]([F:29])=[CH:25][CH:24]=2)[CH2:16][C:17]2[CH:22]=[CH:21][CH:20]=[CH:19][CH:18]=2)[CH:5]=[C:6]([O:8][C:9]([F:14])([F:13])[CH:10]([F:12])[F:11])[CH:7]=1.[NH2:37][C:38]1[S:39][CH:40]=[CH:41][N:42]=1.CN1CCCC1. The catalyst is C1COCC1. The product is [F:1][C:2]1[CH:3]=[C:4]([C@:15]([NH:30][C:31]([NH:37][C:38]2[S:39][CH:40]=[CH:41][N:42]=2)=[O:32])([C:23]2[CH:24]=[CH:25][C:26]([F:29])=[CH:27][CH:28]=2)[CH2:16][C:17]2[CH:18]=[CH:19][CH:20]=[CH:21][CH:22]=2)[CH:5]=[C:6]([O:8][C:9]([F:13])([F:14])[CH:10]([F:12])[F:11])[CH:7]=1. The yield is 0.406.